The task is: Predict the reactants needed to synthesize the given product.. This data is from Full USPTO retrosynthesis dataset with 1.9M reactions from patents (1976-2016). (1) Given the product [CH3:1][C:2]1[N:12]=[C:11]2[N:6]([CH2:7][CH2:8][CH2:9][CH:10]2[OH:13])[C:4](=[O:5])[C:3]=1[CH2:14][CH2:15][N:16]1[CH2:21][CH2:20][CH:19]([C:22]2[C:23]3[CH:24]=[CH:25][C:26]([F:31])=[CH:27][C:28]=3[O:29][N:30]=2)[CH2:18][CH2:17]1.[C:35]([O-:42])(=[O:41])/[CH:36]=[CH:37]/[C:38]([O-:40])=[O:39], predict the reactants needed to synthesize it. The reactants are: [CH3:1][C:2]1[N:12]=[C:11]2[N:6]([CH2:7][CH2:8][CH2:9][CH:10]2[OH:13])[C:4](=[O:5])[C:3]=1[CH2:14][CH2:15][N:16]1[CH2:21][CH2:20][CH:19]([C:22]2[C:23]3[CH:24]=[CH:25][C:26]([F:31])=[CH:27][C:28]=3[O:29][N:30]=2)[CH2:18][CH2:17]1.ClCCl.[C:35]([OH:42])(=[O:41])/[CH:36]=[CH:37]/[C:38]([OH:40])=[O:39]. (2) Given the product [Cl:1][C:2]1[CH:7]=[C:6]([F:8])[CH:5]=[CH:4][C:3]=1[S:9][CH3:10], predict the reactants needed to synthesize it. The reactants are: [Cl:1][C:2]1[CH:7]=[C:6]([F:8])[CH:5]=[CH:4][C:3]=1[SH:9].[C:10](=O)([O-])[O-].[K+].[K+].CI. (3) Given the product [Br:10][C:8]1[C:7]([C:11]2[CH2:15][C:14]([C:20]3[CH:21]=[C:22]([Cl:27])[CH:23]=[C:24]([Cl:26])[CH:25]=3)([C:16]([F:18])([F:19])[F:17])[O:13][N:12]=2)=[CH:6][C:5]([CH3:28])=[C:4]([CH:9]=1)[C:3]([OH:29])=[O:2], predict the reactants needed to synthesize it. The reactants are: C[O:2][C:3](=[O:29])[C:4]1[CH:9]=[C:8]([Br:10])[C:7]([C:11]2[CH2:15][C:14]([C:20]3[CH:25]=[C:24]([Cl:26])[CH:23]=[C:22]([Cl:27])[CH:21]=3)([C:16]([F:19])([F:18])[F:17])[O:13][N:12]=2)=[CH:6][C:5]=1[CH3:28].[OH-].[K+].Cl.